From a dataset of Reaction yield outcomes from USPTO patents with 853,638 reactions. Predict the reaction yield, written as a fraction of the theoretical maximum amount of product (1.0 means a 100% yield; for example, 0.34 means a 34% yield). (1) The reactants are C(N(CC)CC)C.Cl.[NH2:9][CH2:10][C:11]1[CH:19]=[CH:18][CH:17]=[C:16]2[C:12]=1[CH2:13][N:14]([CH:21]1[CH2:26][CH2:25][C:24](=[O:27])[NH:23][C:22]1=[O:28])[C:15]2=[O:20].Cl.[N:30]1[CH:35]=[CH:34][CH:33]=[CH:32][C:31]=1[C:36](Cl)=[O:37]. The catalyst is C1COCC1. The product is [O:28]=[C:22]1[CH:21]([N:14]2[CH2:13][C:12]3[C:16](=[CH:17][CH:18]=[CH:19][C:11]=3[CH2:10][NH:9][C:36]([C:31]3[CH:32]=[CH:33][CH:34]=[CH:35][N:30]=3)=[O:37])[C:15]2=[O:20])[CH2:26][CH2:25][C:24](=[O:27])[NH:23]1. The yield is 0.780. (2) The catalyst is O. The reactants are [CH3:1][C:2]([CH3:38])([CH3:37])[CH2:3][CH2:4][CH2:5][CH2:6][C:7]1([CH3:36])[C:16]2[C:11](=[CH:12][CH:13]=[CH:14][CH:15]=2)[C:10]([OH:17])=[C:9]([C:18]2[NH:23][C:22]3[CH:24]=[CH:25][C:26]([NH:28][S:29]([CH3:32])(=[O:31])=[O:30])=[CH:27][C:21]=3[S:20](=[O:34])(=[O:33])[N:19]=2)[C:8]1=[O:35].[OH-].[Na+:40]. The product is [CH3:1][C:2]([CH3:38])([CH3:37])[CH2:3][CH2:4][CH2:5][CH2:6][C:7]1([CH3:36])[C:16]2[C:11](=[CH:12][CH:13]=[CH:14][CH:15]=2)[C:10]([O-:17])=[C:9]([C:18]2[NH:23][C:22]3[CH:24]=[CH:25][C:26]([NH:28][S:29]([CH3:32])(=[O:31])=[O:30])=[CH:27][C:21]=3[S:20](=[O:34])(=[O:33])[N:19]=2)[C:8]1=[O:35].[Na+:40]. The yield is 0.980. (3) The reactants are C[O:2][C:3]1[N:4]=[N:5][C:6]([S:9]([N:12]2[C:21]3[CH:16]([CH2:17][CH:18]=[CH:19][CH:20]=3)[CH2:15][CH2:14][CH2:13]2)(=[O:11])=[O:10])=[CH:7][CH:8]=1.Cl. The catalyst is O1CCOCC1. The product is [N:12]1([S:9]([C:6]2[CH:7]=[CH:8][C:3](=[O:2])[NH:4][N:5]=2)(=[O:11])=[O:10])[C:21]2[CH:16]([CH2:17][CH:18]=[CH:19][CH:20]=2)[CH2:15][CH2:14][CH2:13]1. The yield is 0.330. (4) The reactants are FC(F)(F)S(O[C:7]1[C:8]([C:18](=[O:20])[CH3:19])=[CH:9][C:10]([Cl:17])=[C:11]2[C:16]=1[N:15]=[CH:14][CH:13]=[CH:12]2)(=O)=O.Cl.[NH:24]1[CH2:28][CH2:27][C@H:26]([NH:29][S:30]([CH3:33])(=[O:32])=[O:31])[CH2:25]1.C(=O)([O-])[O-].[Cs+].[Cs+].O1CCCC1. The catalyst is ClCCl.C([O-])(=O)C.[Pd+2].C([O-])(=O)C.C1C=CC(P(C2C=CC3C(=CC=CC=3)C=2C2C3C(=CC=CC=3)C=CC=2P(C2C=CC=CC=2)C2C=CC=CC=2)C2C=CC=CC=2)=CC=1. The product is [C:18]([C:8]1[C:7]([N:24]2[CH2:28][CH2:27][C@H:26]([NH:29][S:30]([CH3:33])(=[O:32])=[O:31])[CH2:25]2)=[C:16]2[C:11]([CH:12]=[CH:13][CH:14]=[N:15]2)=[C:10]([Cl:17])[CH:9]=1)(=[O:20])[CH3:19]. The yield is 0.410.